From a dataset of Reaction yield outcomes from USPTO patents with 853,638 reactions. Predict the reaction yield, written as a fraction of the theoretical maximum amount of product (1.0 means a 100% yield; for example, 0.34 means a 34% yield). (1) The reactants are C(O)C.O.O1CCOCC1.[C:11]([N:15]1[C:19]([C:20]([F:23])([F:22])[F:21])=[C:18]([C:24]([O:26]CC)=[O:25])[CH:17]=[N:16]1)([CH3:14])([CH3:13])[CH3:12].O.[OH-].[Li+]. The catalyst is O.Cl. The product is [C:11]([N:15]1[C:19]([C:20]([F:22])([F:23])[F:21])=[C:18]([C:24]([OH:26])=[O:25])[CH:17]=[N:16]1)([CH3:14])([CH3:12])[CH3:13]. The yield is 0.940. (2) No catalyst specified. The reactants are [C:1]1([C:7]2[N:11]([CH2:12][CH2:13][C:14]#[C:15][Si](C)(C)C)[N:10]=[CH:9][CH:8]=2)[CH:6]=[CH:5][CH:4]=[CH:3][CH:2]=1.[C:20]1([C:26]2[CH:27]=[CH:28][N:29]([CH2:31][CH2:32][C:33]#[C:34][Si](C)(C)C)[N:30]=2)[CH:25]=[CH:24][CH:23]=[CH:22][CH:21]=1. The product is [CH2:31]([N:29]1[CH:28]=[CH:27][C:26]([C:20]2[CH:25]=[CH:24][CH:23]=[CH:22][CH:21]=2)=[N:30]1)[CH2:32][C:33]#[CH:34].[CH2:12]([N:11]1[C:7]([C:1]2[CH:6]=[CH:5][CH:4]=[CH:3][CH:2]=2)=[CH:8][CH:9]=[N:10]1)[CH2:13][C:14]#[CH:15]. The yield is 0.130. (3) The catalyst is ClCCl. The product is [O:8]1[C:12]2[CH:13]=[CH:14][C:15]([C:17]3[CH:18]=[CH:19][C:20]([N:23]4[C:27](=[O:28])[N:26]([CH2:29][C:30]([OH:32])=[O:31])[N:25]=[C:24]4[CH2:37][C@@H:38]4[CH2:42][CH2:41][N:40]([C:43]([CH:45]5[CH2:47][CH2:46]5)=[O:44])[CH2:39]4)=[CH:21][CH:22]=3)=[CH:16][C:11]=2[CH:10]=[CH:9]1. The yield is 0.560. The reactants are FC(F)(F)C(O)=O.[O:8]1[C:12]2[CH:13]=[CH:14][C:15]([C:17]3[CH:22]=[CH:21][C:20]([N:23]4[C:27](=[O:28])[N:26]([CH2:29][C:30]([O:32]C(C)(C)C)=[O:31])[N:25]=[C:24]4[CH2:37][C@@H:38]4[CH2:42][CH2:41][N:40]([C:43]([CH:45]5[CH2:47][CH2:46]5)=[O:44])[CH2:39]4)=[CH:19][CH:18]=3)=[CH:16][C:11]=2[CH:10]=[CH:9]1. (4) The reactants are [CH2:1]([N:3]1[C:11]2[CH:10]=[C:9]([C:12]([O:14]C)=O)[N:8]=[C:7]([C:16]3[CH:21]=[CH:20][CH:19]=[C:18]([C:22]#[C:23][C@:24]4([OH:31])[CH2:28][CH2:27][N:26]([CH3:29])[C:25]4=[O:30])[CH:17]=3)[C:6]=2[CH:5]=[N:4]1)[CH3:2].[NH3:32]. No catalyst specified. The product is [CH2:1]([N:3]1[C:11]2[CH:10]=[C:9]([C:12]([NH2:32])=[O:14])[N:8]=[C:7]([C:16]3[CH:21]=[CH:20][CH:19]=[C:18]([C:22]#[C:23][C@:24]4([OH:31])[CH2:28][CH2:27][N:26]([CH3:29])[C:25]4=[O:30])[CH:17]=3)[C:6]=2[CH:5]=[N:4]1)[CH3:2]. The yield is 0.190.